From a dataset of Catalyst prediction with 721,799 reactions and 888 catalyst types from USPTO. Predict which catalyst facilitates the given reaction. (1) Reactant: Cl[C:2]1[N:6]([CH3:7])[N:5]=[CH:4][C:3]=1[N+:8]([O-:10])=[O:9].[CH:11]12[O:19][CH:15]([CH2:16][NH:17][CH2:18]1)[CH2:14][N:13]([C:20]([O:22][C:23]([CH3:26])([CH3:25])[CH3:24])=[O:21])[CH2:12]2.C(N(C(C)C)CC)(C)C. Product: [CH3:7][N:6]1[C:2]([N:17]2[CH2:18][CH:11]3[O:19][CH:15]([CH2:14][N:13]([C:20]([O:22][C:23]([CH3:26])([CH3:25])[CH3:24])=[O:21])[CH2:12]3)[CH2:16]2)=[C:3]([N+:8]([O-:10])=[O:9])[CH:4]=[N:5]1. The catalyst class is: 8. (2) Reactant: [CH2:1]1[N:6]([CH2:7][CH2:8][NH2:9])[CH2:5][CH2:4][O:3][CH2:2]1.C(Cl)CCl.ON1C2C=CC=CC=2N=N1.[C:24]([CH2:27][CH2:28][C:29]([O:31][CH:32]1[CH2:41][CH:40]([CH3:42])[CH2:39][C:38]2[N:37]=[N:36][C:35]([C:43]3[CH:48]=[CH:47][CH:46]=[C:45]([C:49]([F:52])([F:51])[F:50])[CH:44]=3)=[CH:34][C:33]1=2)=[O:30])(O)=[O:25]. The catalyst class is: 9. Product: [N:6]1([CH2:7][CH2:8][NH:9][C:27](=[C:24]=[O:25])[CH2:28][C:29]([O:31][CH:32]2[CH2:41][CH:40]([CH3:42])[CH2:39][C:38]3[N:37]=[N:36][C:35]([C:43]4[CH:48]=[CH:47][CH:46]=[C:45]([C:49]([F:50])([F:52])[F:51])[CH:44]=4)=[CH:34][C:33]2=3)=[O:30])[CH2:5][CH2:4][O:3][CH2:2][CH2:1]1. (3) Reactant: [H-].[Na+].[F:3][C:4]([F:8])([F:7])[CH2:5][OH:6].[C:9]([O:13][C:14]([N:16]1[CH2:21][CH2:20][C:19]([NH:24][C:25](=[O:34])[C:26]2[CH:31]=[CH:30][CH:29]=[C:28]([CH2:32]Cl)[CH:27]=2)([C:22]#[N:23])[CH2:18][CH2:17]1)=[O:15])([CH3:12])([CH3:11])[CH3:10]. Product: [C:9]([O:13][C:14]([N:16]1[CH2:17][CH2:18][C:19]([C:22]#[N:23])([NH:24][C:25](=[O:34])[C:26]2[CH:31]=[CH:30][CH:29]=[C:28]([CH2:32][O:6][CH2:5][C:4]([F:8])([F:7])[F:3])[CH:27]=2)[CH2:20][CH2:21]1)=[O:15])([CH3:12])([CH3:10])[CH3:11]. The catalyst class is: 3.